Task: Regression. Given a target protein amino acid sequence and a drug SMILES string, predict the binding affinity score between them. We predict pIC50 (pIC50 = -log10(IC50 in M); higher means more potent). Dataset: bindingdb_ic50.. Dataset: Drug-target binding data from BindingDB using IC50 measurements (1) The small molecule is CCCC[C@H](NC(=O)[C@H](CCCCN)NC(=O)[C@H](CCCNC(=N)N)NC(=O)[C@H](CC(C)C)NC(=O)[C@H](CC(C)C)NC(=O)[C@H](CCC(=O)O)NC(=O)[C@H](CC(C)C)NC(=O)[C@H](CO)NC(=O)[C@H](CC(C)C)NC(=O)[C@H](CC(=O)O)NC(=O)[C@@H](NC(=O)[C@H](CO)NC(=O)[C@@H](NC(=O)C1CCCN1C(=O)C1CCCN1C(=O)CNC(=O)[C@@H](N)CCC(=O)O)C(C)CC)C(C)CC)C(=O)N[C@H](C(=O)N[C@@H](CCC(=O)O)C(=O)N[C@H](C(=O)N[C@@H](CCC(=O)O)C(=O)N[C@@H](CCCCN)C(=O)N[C@@H](CCC(N)=O)C(=O)N[C@@H](CCC(=O)O)C(=O)N[C@@H](CCCCN)C(=O)N[C@@H](CCC(=O)O)C(=O)N[C@@H](CCCCN)C(=O)N[C@H]1CCC(=O)NCCCC[C@@H](C(=O)N(C)[C@@H](CC(N)=O)C(=O)N[C@@H](CC(N)=O)C(=O)N[C@@H](CC(N)=O)C(=O)N[C@@H](CCCNC(=N)N)C(=O)N[C@@H](CC(C)C)C(=O)N[C@@H](CC(C)C)C(=O)N[C@@H](CC(C)C)C(=O)N[C@@H](CC(=O)O)C(=O)N[C@H](C(=O)N[C@H](C(N)=O)C(C)CC)C(C)O)NC(=O)[C@@H](C)NC(=O)[C@H](CCC(N)=O)NC1=O)C(C)CC)C(C)CC. The target protein (P47866) has sequence MDAALLLSLLEANCSLALAEELLLDGWGEPPDPEGPYSYCNTTLDQIGTCWPQSAPGALVERPCPEYFNGIKYNTTRNAYRECLENGTWASRVNYSHCEPILDDKQRKYDLHYRIALIINYLGHCVSVVALVAAFLLFLVLRSIRCLRNVIHWNLITTFILRNITWFLLQLIDHEVHEGNEVWCRCVTTIFNYFVVTNFFWMFVEGCYLHTAIVMTYSTEHLRKWLFLFIGWCIPCPIIVAWAVGKLYYENEQCWFGKEPGDLVDYIYQGPIILVLLINFVFLFNIVRILMTKLRASTTSETIQYRKAVKATLVLLPLLGITYMLFFVNPGEDDLSQIVFIYFNSFLQSFQGFFVSVFYCFFNGEVRSALRKRWHRWQDHHALRVPVARAMSIPTSPTRISFHSIKQTAAV. The pIC50 is 9.2. (2) The compound is N#Cc1c(NC(=O)c2cc(S(=O)(=O)N3CCOCC3)c(NCCCO)cc2Cl)sc2c1CCC2. The target protein sequence is MKLTIHEIAQVVGAKNDISIFEDTQLEKAEFDSRLIGTGDLFVPLKGARDGHDFIETAFENGAAVTLSEKEVSNHPYILVDDVLTAFQSLASYYLEKTTVDVFAVTGSNGKTTTKDMLAHLLSTRYKTYKTQGNYNNEIGLPYTVLHMPEGTEKLVLEMGQDHLGDIHLLSELARPKTAIVTLVGEAHLAFFKDRSEIAKGKMQIADGMASGSLLLAPADPIVEDYLPIDKKVVRFGQGAELEITDLVERKDSLTFKANFLEQALDLPVTGKYNATNAMIASYVALQEGVSEEQIRLAFQHLELTRNRTEWKKAANGADILSDVYNANPTAMKLILETFSAIPANEGGKKIAVLADMKELGDQSVQLHNQMILSLSPDVLDIVIFYGEDIAQLAQLASQMFPIGHVYYFKKTEDQDQFEDLVKQVKESLGAHDQILLKGSNSMNLAKLVESLENEDK. The pIC50 is 4.0. (3) The target protein (P50250) has sequence MVENKSKVKDISLAPFGKMQMEISENEMPGLMRIREEYGKDQPLKNAKITGCLHMTVECALLIETLQKLGAQIRWCSCNIYSTADYAAAAVSTLENVTVFAWKNETLEEYWWCVESALTWGDGDDNGPDMIVDDGGDATLLVHKGVEYEKLYEEKNILPDPEKAKNEEERCFLTLLKNSILKNPKKWTNIAKKIIGVSEETTTGVLRLKKMDKQNELLFTAINVNDAVTKQKYDNVYGCRHSLPDGLMRATDFLISGKIVVICGYGDVGKGCASSMKGLGARVYITEIDPICAIQAVMEGFNVVTLDEIVDKGDFFITCTGNVDVIKLEHLLKMKNNAVVGNIGHFDDEIQVNELFNYKGIHIENVKPQVDRITLPNGNKIIVLARGRLLNLGCATGHPAFVMSFSFCNQTFAQLDLWQNKDTNKYENKVYLLPKHLDEKVALYHLKKLNASLTELDDNQCQFLGVNKSGPFKSNEYRY. The compound is C=C1[C@H](CO)[C@@H](O)[C@@H](O)[C@@H]1n1cnc2c(N)ncnc21. The pIC50 is 5.7. (4) The compound is O=C(CCCl)c1ccc(O)cc1. The target protein (P50554) has sequence MAFLLTTRRLVCSSQKNLHLFTPGSRYISQAAAKVDFEFDYDGPLMKTEVPGPRSQELMKQLNTIQNAEAVHFFCNYEESRGNYLVDVDGNRMLDLYSQISSVPIGYNHPALAKLVQQPQNASTFINRPALGILPPENFVDKLRESLMSVAPKGMCQLITMACGSCSNENAFKTIFMWYRSKERGQRGFSKEELETCMVNQSPGCPDYSILSFMGAFHGRTMGCLATTHSKAIHKIDIPSFDWPIAPFPRLKYPLEEFVTDNQQEEARCLEEVEDLIVKYRKKKRTVAGIIVEPIQSEGGDNHASDDFFRKLRDIARKHGCAFLVDEVQTGGGCTGKFWAHEHWGLDDPADVMSFSKKMMTGGFFHKEEFRPSAPYRIFNTWLGDPSKNLLLAEVINIIKREDLLNNVAHAGKTLLTGLLDLQAQYPQFVSRVRGRGTFCSFDTPDEAIRNKLILIARNKGVVLGGCGDKSIRFRPTLVFRDHHAHLFLNIFSGILADFK.... The pIC50 is 5.4. (5) The compound is COc1cc2c(cc1OCC(C)(C)CO)CC(c1cccs1)n1cc(C(=O)O)c(=O)cc1-2. The target protein (P03138) has sequence MGQNLSTSNPLGFFPDHQLDPAFRANTANPDWDFNPNKDTWPDANKVGAGAFGLGFTPPHGGLLGWSPQAQGILQTLPANPPPASTNRQSGRQPTPLSPPLRNTHPQAMQWNSTTFHQTLQDPRVRGLYFPAGGSSSGTVNPVLTTASPLSSIFSRIGDPALNMENITSGFLGPLLVLQAGFFLLTRILTIPQSLDSWWTSLNFLGGTTVCLGQNSQSPTSNHSPTSCPPTCPGYRWMCLRRFIIFLFILLLCLIFLLVLLDYQGMLPVCPLIPGSSTTSTGPCRTCMTTAQGTSMYPSCCCTKPSDGNCTCIPIPSSWAFGKFLWEWASARFSWLSLLVPFVQWFVGLSPTVWLSVIWMMWYWGPSLYSILSPFLPLLPIFFCLWVYI. The pIC50 is 8.4. (6) The small molecule is N#Cc1ccc(C(=O)Nc2cc(CN=C(N)N)ccc2N2CCCCC2)o1. The target protein (P07333) has sequence MGPGVLLLLLVATAWHGQGIPVIEPSVPELVVKPGATVTLRCVGNGSVEWDGPPSPHWTLYSDGSSSILSTNNATFQNTGTYRCTEPGDPLGGSAAIHLYVKDPARPWNVLAQEVVVFEDQDALLPCLLTDPVLEAGVSLVRVRGRPLMRHTNYSFSPWHGFTIHRAKFIQSQDYQCSALMGGRKVMSISIRLKVQKVIPGPPALTLVPAELVRIRGEAAQIVCSASSVDVNFDVFLQHNNTKLAIPQQSDFHNNRYQKVLTLNLDQVDFQHAGNYSCVASNVQGKHSTSMFFRVVESAYLNLSSEQNLIQEVTVGEGLNLKVMVEAYPGLQGFNWTYLGPFSDHQPEPKLANATTKDTYRHTFTLSLPRLKPSEAGRYSFLARNPGGWRALTFELTLRYPPEVSVIWTFINGSGTLLCAASGYPQPNVTWLQCSGHTDRCDEAQVLQVWDDPYPEVLSQEPFHKVTVQSLLTVETLEHNQTYECRAHNSVGSGSWAFIP.... The pIC50 is 7.5. (7) The drug is CC(C)C[C@H](CO)NC(=O)C1O[C@@H]2CN(Cc3ccccc3)C(=O)[C@H]1O2. The target protein (P0CS83) has sequence MFLKNIFIALAIALLVDATPTTTKRSAGFVALDFSVVKTPKAFPVTNGQEGKTSKRQAVPVTLHNEQVTYAADITVGSNNQKLNVIVDTGSSDLWVPDVNVDCQVTYSDQTADFCKQKGTYDPSGSSASQDLNTPFKIGYGDGSSSQGTLYKDTVGFGGVSIKNQVLADVDSTSIDQGILGVGYKTNEAGGSYDNVPVTLKKQGVIAKNAYSLYLNSPDAATGQIIFGGVDNAKYSGSLIALPVTSDRELRISLGSVEVSGKTINTDNVDVLLDSGTTITYLQQDLADQIIKAFNGKLTQDSNGNSFYEVDCNLSGDVVFNFSKNAKISVPASEFAASLQGDDGQPYDKCQLLFDVNDANILGDNFLRSAYIVYDLDDNEISLAQVKYTSASSISALT. The pIC50 is 5.0.